This data is from CYP1A2 inhibition data for predicting drug metabolism from PubChem BioAssay. The task is: Regression/Classification. Given a drug SMILES string, predict its absorption, distribution, metabolism, or excretion properties. Task type varies by dataset: regression for continuous measurements (e.g., permeability, clearance, half-life) or binary classification for categorical outcomes (e.g., BBB penetration, CYP inhibition). Dataset: cyp1a2_veith. The drug is COC(=O)CC[C@@H](C)[C@@H]1CC[C@@H]2[C@@H]3CC[C@H]4C[C@@H](O)CC[C@@]4(C)[C@@H]3CC[C@@]12C. The result is 0 (non-inhibitor).